This data is from Full USPTO retrosynthesis dataset with 1.9M reactions from patents (1976-2016). The task is: Predict the reactants needed to synthesize the given product. (1) Given the product [F:21][C:22]([F:32])([F:33])[C:23]1[CH:24]=[CH:25][C:26]([NH:29][C:30]([CH:4]2[C:5](=[O:12])[CH:6]3[C:9]([CH3:10])([CH3:11])[C@@:2]([CH3:1])([CH2:8][CH2:7]3)[C:3]2=[O:13])=[O:31])=[CH:27][CH:28]=1, predict the reactants needed to synthesize it. The reactants are: [CH3:1][C@:2]12[C:9]([CH3:11])([CH3:10])[CH:6]([CH2:7][CH2:8]1)[C:5](=[O:12])[CH2:4][C:3]2=[O:13].C(N(CC)CC)C.[F:21][C:22]([F:33])([F:32])[C:23]1[CH:28]=[CH:27][C:26]([N:29]=[C:30]=[O:31])=[CH:25][CH:24]=1. (2) Given the product [F:29][C:30]([F:45])([F:44])[S:31]([O:1][C:2]1[CH:28]=[CH:27][C:5]([CH2:6][C@@H:7]2[CH2:12][N:11]([C:13]([O:15][C:16]([CH3:18])([CH3:19])[CH3:17])=[O:14])[CH2:10][CH2:9][N:8]2[C:20]([O:22][C:23]([CH3:26])([CH3:25])[CH3:24])=[O:21])=[CH:4][CH:3]=1)(=[O:33])=[O:32], predict the reactants needed to synthesize it. The reactants are: [OH:1][C:2]1[CH:28]=[CH:27][C:5]([CH2:6][C@@H:7]2[CH2:12][N:11]([C:13]([O:15][C:16]([CH3:19])([CH3:18])[CH3:17])=[O:14])[CH2:10][CH2:9][N:8]2[C:20]([O:22][C:23]([CH3:26])([CH3:25])[CH3:24])=[O:21])=[CH:4][CH:3]=1.[F:29][C:30]([F:45])([F:44])[S:31](OC1C=CC([N+]([O-])=O)=CC=1)(=[O:33])=[O:32].C(=O)([O-])[O-].[K+].[K+].O. (3) Given the product [Cl:57][C:43]1[C:44]([NH:46][C:47]2[CH:56]=[CH:55][CH:54]=[CH:53][C:48]=2[C:49]([NH:51][CH3:52])=[O:50])=[N:45][C:40]([NH:17][C:18]2[C:23]3[C:24](=[O:30])[N:25]([CH3:29])[CH2:26][CH2:27][CH2:28][C:22]=3[CH:21]=[CH:20][C:19]=2[O:31][CH3:32])=[N:41][CH:42]=1, predict the reactants needed to synthesize it. The reactants are: NC1C(OC)=CC2C(=O)N(C)CCCC=2C=1.[NH2:17][C:18]1[C:23]2[C:24](=[O:30])[N:25]([CH3:29])[CH2:26][CH2:27][CH2:28][C:22]=2[CH:21]=[CH:20][C:19]=1[O:31][CH3:32].Cl.COCCO.Cl[C:40]1[N:45]=[C:44]([NH:46][C:47]2[CH:56]=[CH:55][CH:54]=[CH:53][C:48]=2[C:49]([NH:51][CH3:52])=[O:50])[C:43]([Cl:57])=[CH:42][N:41]=1. (4) The reactants are: [O:1]=[C:2]1[C:10]2[C:5](=[CH:6][CH:7]=[CH:8][CH:9]=2)[C:4](=[O:11])[N:3]1[CH2:12][CH2:13][C:14]1[CH:19]=[CH:18][C:17](/[CH:20]=[CH:21]/[C:22]2[N:23]=[C:24]([NH:27][C:28](=[O:30])[CH3:29])[S:25][CH:26]=2)=[CH:16][CH:15]=1.CN(C)C=O.CO. Given the product [O:11]=[C:4]1[C:5]2[C:10](=[CH:9][CH:8]=[CH:7][CH:6]=2)[C:2](=[O:1])[N:3]1[CH2:12][CH2:13][C:14]1[CH:19]=[CH:18][C:17]([CH2:20][CH2:21][C:22]2[N:23]=[C:24]([NH:27][C:28](=[O:30])[CH3:29])[S:25][CH:26]=2)=[CH:16][CH:15]=1, predict the reactants needed to synthesize it. (5) Given the product [CH2:6]([O:13][CH2:14][CH2:15][CH2:16][CH2:2][Br:5])[C:7]1[CH:12]=[CH:11][CH:10]=[CH:9][CH:8]=1, predict the reactants needed to synthesize it. The reactants are: Br[C:2]([Br:5])(Br)Br.[CH2:6]([O:13][CH2:14][CH2:15][CH2:16]CO)[C:7]1[CH:12]=[CH:11][CH:10]=[CH:9][CH:8]=1.C1(P(C2C=CC=CC=2)C2C=CC=CC=2)C=CC=CC=1. (6) The reactants are: [O:1]([C:8]1[CH:13]=[CH:12][C:11](B(O)O)=[CH:10][CH:9]=1)[C:2]1[CH:7]=[CH:6][CH:5]=[CH:4][CH:3]=1.[NH2:17][C:18]1[C:19]([C:26]([NH2:28])=[O:27])=[N:20][C:21](Cl)=[C:22]([NH2:24])[N:23]=1.C(=O)([O-])[O-].[Na+].[Na+].O. Given the product [NH2:17][C:18]1[C:19]([C:26]([NH2:28])=[O:27])=[N:20][C:21]([C:11]2[CH:12]=[CH:13][C:8]([O:1][C:2]3[CH:7]=[CH:6][CH:5]=[CH:4][CH:3]=3)=[CH:9][CH:10]=2)=[C:22]([NH2:24])[N:23]=1, predict the reactants needed to synthesize it. (7) Given the product [Cl:1][C:2]1[C:3]([O:12][C:13]2[CH:18]=[C:17]([O:19][CH2:43][CH2:42][C:41]([OH:46])([CH3:45])[CH3:40])[CH:16]=[CH:15][C:14]=2/[CH:20]=[CH:21]/[C:22]([O:24][CH2:25][CH3:26])=[O:23])=[N:4][CH:5]=[C:6]([C:8]([F:9])([F:11])[F:10])[CH:7]=1, predict the reactants needed to synthesize it. The reactants are: [Cl:1][C:2]1[C:3]([O:12][C:13]2[CH:18]=[C:17]([OH:19])[CH:16]=[CH:15][C:14]=2/[CH:20]=[CH:21]/[C:22]([O:24][CH2:25][CH3:26])=[O:23])=[N:4][CH:5]=[C:6]([C:8]([F:11])([F:10])[F:9])[CH:7]=1.C(P(CCCC)CCCC)CCC.[CH3:40][C:41]([OH:46])([CH3:45])[CH2:42][CH2:43]O.N(C(N1CCCCC1)=O)=NC(N1CCCCC1)=O.